Predict the reactants needed to synthesize the given product. From a dataset of Full USPTO retrosynthesis dataset with 1.9M reactions from patents (1976-2016). (1) Given the product [CH2:13]([CH:4]([CH2:5][CH2:6][CH2:7][CH2:8][CH3:9])[C:3]([OH:11])=[O:10])[CH2:12][CH3:15], predict the reactants needed to synthesize it. The reactants are: [OH-].[Na+].[C:3]([OH:11])(=[O:10])[CH2:4][CH2:5][CH2:6][CH2:7][CH2:8][CH3:9].[CH2:12]([CH:15](CCCCC)C=O)[CH2:13]C. (2) Given the product [NH2:23][C:20]1[CH:21]=[CH:22][C:17]([CH2:16][C@H:11]([NH:10][C:34]([O:33][CH2:26][C:27]2[CH:32]=[CH:31][CH:30]=[CH:29][CH:28]=2)=[O:35])[C:12]([O:14][CH3:15])=[O:13])=[CH:18][CH:19]=1, predict the reactants needed to synthesize it. The reactants are: C(N(C(C)C)CC)(C)C.[NH2:10][C@@H:11]([CH2:16][C:17]1[CH:22]=[CH:21][C:20]([N+:23]([O-])=O)=[CH:19][CH:18]=1)[C:12]([O:14][CH3:15])=[O:13].[CH2:26]([O:33][C:34](ON1C(=O)CCC1=O)=[O:35])[C:27]1[CH:32]=[CH:31][CH:30]=[CH:29][CH:28]=1. (3) Given the product [NH2:1][C:2]1[CH:7]=[N:6][C:5]([N:9]2[CH2:13][CH2:12][CH2:11][CH2:10]2)=[CH:4][N:3]=1, predict the reactants needed to synthesize it. The reactants are: [NH2:1][C:2]1[CH:7]=[N:6][C:5](Br)=[CH:4][N:3]=1.[NH:9]1[CH2:13][CH2:12][CH2:11][CH2:10]1. (4) The reactants are: [C:1]([O:5][C:6]([N:8]1[CH2:12][C@H:11]([F:13])[CH2:10][C@H:9]1[C:14]([NH:16][CH2:17][C:18]1[N:23]=[CH:22][C:21]([C:24]([OH:26])=O)=[C:20]([C:27]2[CH:28]=[N:29][C:30]([C:33]([F:36])([F:35])[F:34])=[CH:31][CH:32]=2)[CH:19]=1)=[O:15])=[O:7])([CH3:4])([CH3:3])[CH3:2].[NH4+].[Cl-].C[N:40](C(ON1N=NC2C=CC=NC1=2)=[N+](C)C)C.F[P-](F)(F)(F)(F)F.CCN(C(C)C)C(C)C. Given the product [C:24]([C:21]1[C:20]([C:27]2[CH:28]=[N:29][C:30]([C:33]([F:36])([F:35])[F:34])=[CH:31][CH:32]=2)=[CH:19][C:18]([CH2:17][NH:16][C:14]([C@@H:9]2[CH2:10][C@@H:11]([F:13])[CH2:12][N:8]2[C:6]([O:5][C:1]([CH3:2])([CH3:3])[CH3:4])=[O:7])=[O:15])=[N:23][CH:22]=1)(=[O:26])[NH2:40], predict the reactants needed to synthesize it. (5) Given the product [CH2:1]([N:8]1[CH2:9][CH:10]2[CH2:15][CH2:16][O:17][CH2:13][CH:11]2[CH2:12]1)[C:2]1[CH:3]=[CH:4][CH:5]=[CH:6][CH:7]=1, predict the reactants needed to synthesize it. The reactants are: [CH2:1]([N:8]1[CH2:12][CH:11]([CH2:13]O)[CH:10]([CH2:15][CH2:16][OH:17])[CH2:9]1)[C:2]1[CH:7]=[CH:6][CH:5]=[CH:4][CH:3]=1.CCN(CC)CC.S(Cl)(C1C=CC(C)=CC=1)(=O)=O. (6) The reactants are: [CH2:1]([C:3]1[S:29][C:6]2[N:7]([CH2:14][C:15]3[CH:20]=[CH:19][C:18]([C:21]4[C:22]([C:27]#[N:28])=[CH:23][CH:24]=[CH:25][CH:26]=4)=[CH:17][CH:16]=3)[C:8](=[O:13])[CH2:9][NH:10][C:11](=[O:12])[C:5]=2[CH:4]=1)[CH3:2].Br[CH2:31][CH2:32][C:33]1[CH:38]=[CH:37][CH:36]=[CH:35][CH:34]=1.CN(C)C=O.[H-].[Na+]. Given the product [CH2:1]([C:3]1[S:29][C:6]2[N:7]([CH2:14][C:15]3[CH:20]=[CH:19][C:18]([C:21]4[C:22]([C:27]#[N:28])=[CH:23][CH:24]=[CH:25][CH:26]=4)=[CH:17][CH:16]=3)[C:8](=[O:13])[CH2:9][N:10]([CH2:31][CH2:32][C:33]3[CH:38]=[CH:37][CH:36]=[CH:35][CH:34]=3)[C:11](=[O:12])[C:5]=2[CH:4]=1)[CH3:2], predict the reactants needed to synthesize it. (7) Given the product [NH2:1][C:2]1[C:11]2[C:6](=[C:7]([C:21]3[CH:22]=[N:23][CH:24]=[CH:25][C:20]=3[O:19][CH3:18])[CH:8]=[CH:9][CH:10]=2)[N:5]=[N:4][C:3]=1[C:13]([NH:15][CH2:16][CH3:17])=[O:14], predict the reactants needed to synthesize it. The reactants are: [NH2:1][C:2]1[C:11]2[C:6](=[C:7](Br)[CH:8]=[CH:9][CH:10]=2)[N:5]=[N:4][C:3]=1[C:13]([NH:15][CH2:16][CH3:17])=[O:14].[CH3:18][O:19][C:20]1[CH:25]=[CH:24][N:23]=[CH:22][C:21]=1B(O)O. (8) Given the product [CH:37]([OH:39])=[O:38].[NH2:65][CH2:64][CH2:63][CH2:62][O:61][C:57]1[CH:56]=[C:55]([C:54]2[N:50]([C:46]3[CH:47]=[CH:48][CH:49]=[C:44]([Cl:43])[CH:45]=3)[N:51]=[C:52]([C:68]([N:70]3[CH2:74][C:73](=[O:75])[NH:72][CH2:71]3)=[O:69])[CH:53]=2)[CH:60]=[CH:59][CH:58]=1, predict the reactants needed to synthesize it. The reactants are: CS(OCCCOC1C=CC=C(C2N(C3C=CC=C(Cl)C=3)N=C(C(N3CC(=O)NC3)=O)C=2)C=1)(=O)=O.N.[CH:37]([OH:39])=[O:38].C(O)=O.[Cl:43][C:44]1[CH:45]=[C:46]([N:50]2[C:54]([C:55]3[CH:60]=[CH:59][CH:58]=[C:57]([O:61][CH2:62][CH2:63][CH2:64][N:65](C)C)[CH:56]=3)=[CH:53][C:52]([C:68]([N:70]3[CH2:74][C:73](=[O:75])[NH:72][CH2:71]3)=[O:69])=[N:51]2)[CH:47]=[CH:48][CH:49]=1.